From a dataset of Full USPTO retrosynthesis dataset with 1.9M reactions from patents (1976-2016). Predict the reactants needed to synthesize the given product. Given the product [Br:1][C:2]1[CH:7]=[CH:6][CH:5]=[CH:4][C:3]=1[S:8]([N:11]1[CH2:12][CH2:13][CH:14]([C:17]2[N:18]=[CH:19][NH:20][CH:21]=2)[CH2:15][CH2:16]1)(=[O:10])=[O:9], predict the reactants needed to synthesize it. The reactants are: [Br:1][C:2]1[CH:7]=[CH:6][CH:5]=[CH:4][C:3]=1[S:8]([N:11]1[CH2:16][CH2:15][CH:14]([C:17]2[N:18]=[CH:19][N:20](S(C3C=CC=CC=3Br)(=O)=O)[CH:21]=2)[CH2:13][CH2:12]1)(=[O:10])=[O:9].CS(C)=O.[Li+].[OH-].